The task is: Predict the reactants needed to synthesize the given product.. This data is from Full USPTO retrosynthesis dataset with 1.9M reactions from patents (1976-2016). The reactants are: [F:1][C:2]([F:16])([F:15])[C:3]1[NH:14][C:6]2=[N:7][CH:8]=[CH:9][C:10](B(O)O)=[C:5]2[CH:4]=1.Br[C:18]1[S:22][C:21]([CH3:23])=[C:20]([S:24]([NH:27][CH:28]2[CH2:33][CH2:32][S:31](=[O:35])(=[O:34])[CH2:30][CH2:29]2)(=[O:26])=[O:25])[CH:19]=1.C(=O)(O)[O-].[Na+]. Given the product [O:35]=[S:31]1(=[O:34])[CH2:30][CH2:29][CH:28]([NH:27][S:24]([C:20]2[CH:19]=[C:18]([C:10]3[CH:9]=[CH:8][N:7]=[C:6]4[NH:14][C:3]([C:2]([F:16])([F:15])[F:1])=[CH:4][C:5]=34)[S:22][C:21]=2[CH3:23])(=[O:26])=[O:25])[CH2:33][CH2:32]1, predict the reactants needed to synthesize it.